Dataset: Catalyst prediction with 721,799 reactions and 888 catalyst types from USPTO. Task: Predict which catalyst facilitates the given reaction. (1) Reactant: [CH3:1][O:2][Si:3]([CH2:8][CH2:9][CH2:10][N:11]([CH3:13])[CH3:12])([O:6][CH3:7])[O:4][CH3:5].[CH3:14][S:15]([O:18]C)(=[O:17])=[O:16]. Product: [CH3:14][S:15]([O-:18])(=[O:17])=[O:16].[CH3:1][O:2][Si:3]([CH2:8][CH2:9][CH2:10][N+:11]([CH3:14])([CH3:13])[CH3:12])([O:4][CH3:5])[O:6][CH3:7]. The catalyst class is: 13. (2) Reactant: [CH2:1]([O:3][C:4]1[C:13]2[C:8](=[CH:9][CH:10]=[CH:11][CH:12]=2)[C:7]([O:14][CH2:15][CH3:16])=[C:6]([C:17]([O:19]CC)=[O:18])[C:5]=1[C:22]([O:24]CC)=[O:23])[CH3:2].[OH-].[Na+]. Product: [CH2:15]([O:14][C:7]1[C:8]2[C:13](=[CH:12][CH:11]=[CH:10][CH:9]=2)[C:4]([O:3][CH2:1][CH3:2])=[C:5]([C:22]([OH:24])=[O:23])[C:6]=1[C:17]([OH:19])=[O:18])[CH3:16]. The catalyst class is: 8. (3) The catalyst class is: 9. Reactant: F[C:2]1[CH:10]=[CH:9][C:8]([S:11]([CH3:14])(=[O:13])=[O:12])=[CH:7][C:3]=1[C:4]([OH:6])=[O:5].C(=O)([O-])[O-].[Cs+].[Cs+].[CH3:21][S-:22].[Na+].Cl. Product: [CH3:14][S:11]([C:8]1[CH:9]=[CH:10][C:2]([S:22][CH3:21])=[C:3]([CH:7]=1)[C:4]([OH:6])=[O:5])(=[O:13])=[O:12]. (4) Reactant: S.[CH2:2]([O:4][C:5]([C:7]1([CH2:19][O:20][C:21]2[C:30]([Cl:31])=[C:29]3[C:24]([CH:25]=[CH:26][C:27]([C:32]#[N:33])=[CH:28]3)=[CH:23][CH:22]=2)[CH2:12][CH2:11][N:10]([C:13]2[CH:18]=[CH:17][N:16]=[CH:15][CH:14]=2)[CH2:9][CH2:8]1)=[O:6])[CH3:3].[N:34]1C=CC=CC=1. Product: [ClH:31].[ClH:31].[CH2:2]([O:4][C:5]([C:7]1([CH2:19][O:20][C:21]2[C:30]([Cl:31])=[C:29]3[C:24]([CH:25]=[CH:26][C:27]([C:32](=[NH:34])[NH2:33])=[CH:28]3)=[CH:23][CH:22]=2)[CH2:8][CH2:9][N:10]([C:13]2[CH:14]=[CH:15][N:16]=[CH:17][CH:18]=2)[CH2:11][CH2:12]1)=[O:6])[CH3:3]. The catalyst class is: 66. (5) Reactant: [Br:1][C:2]1[CH:3]=[CH:4][C:5]([C:8](Cl)=[N:9][OH:10])=[N:6][CH:7]=1.[CH:12]([C:14]1([OH:19])[CH2:18][CH2:17][CH2:16][CH2:15]1)=[CH2:13].C(N(CC)CC)C. Product: [Br:1][C:2]1[CH:3]=[CH:4][C:5]([C:8]2[CH2:13][CH:12]([C:14]3([OH:19])[CH2:18][CH2:17][CH2:16][CH2:15]3)[O:10][N:9]=2)=[N:6][CH:7]=1. The catalyst class is: 13. (6) Reactant: [N+:1]([C:4]1[CH:5]=[C:6]2[C:11](=[CH:12][CH:13]=1)[NH:10][CH2:9][CH2:8][CH2:7]2)([O-:3])=[O:2].[H-].[Na+].I[CH3:17].[Cl-].[NH4+]. Product: [CH3:17][N:10]1[C:11]2[C:6](=[CH:5][C:4]([N+:1]([O-:3])=[O:2])=[CH:13][CH:12]=2)[CH2:7][CH2:8][CH2:9]1. The catalyst class is: 9. (7) Reactant: C([O:3][C:4]([C:6]1[CH:7]=[C:8]2[CH:13]=[CH:12][N:11]=[CH:10][N:9]2[C:14]=1[NH:15][C:16]1[CH:21]=[CH:20][C:19]([I:22])=[CH:18][C:17]=1[F:23])=[O:5])C.O.[OH-].[Li+].Cl. Product: [F:23][C:17]1[CH:18]=[C:19]([I:22])[CH:20]=[CH:21][C:16]=1[NH:15][C:14]1[N:9]2[CH:10]=[N:11][CH:12]=[CH:13][C:8]2=[CH:7][C:6]=1[C:4]([OH:5])=[O:3]. The catalyst class is: 38.